From a dataset of SARS-CoV-2 main protease (3CLPro) crystallographic fragment screen with 879 compounds. Binary Classification. Given a drug SMILES string, predict its activity (active/inactive) in a high-throughput screening assay against a specified biological target. (1) The result is 0 (inactive). The molecule is O=c1cc(I)cc[nH]1. (2) The molecule is NS(=O)(=O)c1ccc(Br)cc1. The result is 1 (active).